From a dataset of Catalyst prediction with 721,799 reactions and 888 catalyst types from USPTO. Predict which catalyst facilitates the given reaction. (1) Reactant: [Br:1][C:2]1[CH:7]=[C:6]([C:8]([OH:12])([CH3:11])[CH2:9][OH:10])[C:5]([F:13])=[CH:4][N:3]=1.C(N(CC)CC)C.[CH3:21][S:22](Cl)(=[O:24])=[O:23]. Product: [Br:1][C:2]1[CH:7]=[C:6]([C:8]([OH:12])([CH3:11])[CH2:9][O:10][S:22]([CH3:21])(=[O:24])=[O:23])[C:5]([F:13])=[CH:4][N:3]=1. The catalyst class is: 2. (2) The catalyst class is: 326. Reactant: C(O[C:6](=[O:12])[O:7][C:8]([CH3:11])([CH3:10])[CH3:9])(C)(C)C.S(O)(O)(=O)=O.[CH3:18][S:19][C:20](=[NH:22])[NH2:21].[CH3:18][S:19][C:20](=[NH:22])[NH2:21]. Product: [C:8]([O:7][C:6]([NH:22][C:20](=[N:21][C:6]([O:7][C:8]([CH3:9])([CH3:10])[CH3:11])=[O:12])[S:19][CH3:18])=[O:12])([CH3:11])([CH3:10])[CH3:9]. (3) Reactant: [CH2:1]([O:3][C:4](=[O:15])[C:5]1[CH:10]=[CH:9][C:8]([CH3:11])=[CH:7][C:6]=1[N+:12]([O-])=O)[CH3:2].C(Cl)Cl. Product: [CH2:1]([O:3][C:4](=[O:15])[C:5]1[CH:10]=[CH:9][C:8]([CH3:11])=[CH:7][C:6]=1[NH2:12])[CH3:2]. The catalyst class is: 129. (4) Reactant: [F:1][C:2]1[CH:3]=[C:4]([NH:24][C:25](=[O:33])[C:26]2[CH:31]=[CH:30][C:29]([CH3:32])=[N:28][CH:27]=2)[C:5]([CH3:23])=[C:6]([CH:22]=1)[CH2:7][N:8]1[CH2:13][CH2:12][N:11](C(OC(C)(C)C)=O)[C@@H:10]([CH3:21])[CH2:9]1.FC(F)(F)C(O)=O.C([O-])(O)=O.[Na+]. Product: [F:1][C:2]1[CH:22]=[C:6]([CH2:7][N:8]2[CH2:13][CH2:12][NH:11][C@@H:10]([CH3:21])[CH2:9]2)[C:5]([CH3:23])=[C:4]([NH:24][C:25](=[O:33])[C:26]2[CH:31]=[CH:30][C:29]([CH3:32])=[N:28][CH:27]=2)[CH:3]=1. The catalyst class is: 100. (5) Reactant: CS(N)(=O)=O.[Cl:6][C:7]1[CH:12]=[CH:11][CH:10]=[C:9]([CH:13]=[C:14]2[CH2:19][CH2:18][CH:17]([F:20])[CH2:16][CH2:15]2)[CH:8]=1.S([O-])([O-])(=[O:23])=S.[Na+].[Na+].[OH2:28]. Product: [Cl:6][C:7]1[CH:8]=[C:9]([C@H:13]([OH:23])[C:14]2([OH:28])[CH2:19][CH2:18][CH:17]([F:20])[CH2:16][CH2:15]2)[CH:10]=[CH:11][CH:12]=1. The catalyst class is: 107.